From a dataset of M1 muscarinic receptor antagonist screen with 61,756 compounds. Binary Classification. Given a drug SMILES string, predict its activity (active/inactive) in a high-throughput screening assay against a specified biological target. (1) The drug is s1c(NC(=O)CCC(=O)N(Cc2ccccc2)CC(=O)NCc2occc2)ncc1. The result is 0 (inactive). (2) The compound is n1(\N=C\C=C/c2ccccc2)c(nnc1C)C. The result is 0 (inactive). (3) The molecule is Fc1ccc(N2CCN(CC2)c2c(NC(=O)COc3ccccc3)cccc2)cc1. The result is 0 (inactive). (4) The compound is S(=O)(=O)(Nc1nc(OC)nc(OC)c1)c1ccc(NC(=O)CSC=2SCCN2)cc1. The result is 0 (inactive).